Dataset: Peptide-MHC class I binding affinity with 185,985 pairs from IEDB/IMGT. Task: Regression. Given a peptide amino acid sequence and an MHC pseudo amino acid sequence, predict their binding affinity value. This is MHC class I binding data. The MHC is HLA-A69:01 with pseudo-sequence HLA-A69:01. The peptide sequence is PVDEYITTY. The binding affinity (normalized) is 0.0847.